From a dataset of Carcinogenicity classification data from Lagunin et al.. Regression/Classification. Given a drug SMILES string, predict its toxicity properties. Task type varies by dataset: regression for continuous values (e.g., LD50, hERG inhibition percentage) or binary classification for toxic/non-toxic outcomes (e.g., AMES mutagenicity, cardiotoxicity, hepatotoxicity). Dataset: carcinogens_lagunin. (1) The drug is C=C1C(=O)O[C@H]2[C@H]1CC/C(C)=C/CC[C@@]1(C)O[C@H]21. The result is 0 (non-carcinogenic). (2) The molecule is O=S(=O)(O)c1cc(S(=O)(=O)O)c2c(/N=N\c3ccc(S(=O)(=O)O)c4ccccc34)c(O)ccc2c1. The result is 1 (carcinogenic).